The task is: Predict the reactants needed to synthesize the given product.. This data is from Full USPTO retrosynthesis dataset with 1.9M reactions from patents (1976-2016). (1) Given the product [CH2:4]([O:6][C:7]([C:8]1[NH:2][N:3]=[C:10]([CH2:11][CH2:12][CH3:13])[CH:9]=1)=[O:16])[CH3:5], predict the reactants needed to synthesize it. The reactants are: O.[NH2:2][NH2:3].[CH2:4]([O:6][C:7](=[O:16])[C:8](=O)[CH2:9][C:10](=O)[CH2:11][CH2:12][CH3:13])[CH3:5]. (2) The reactants are: Cl[C:2]1[N:7]=[C:6]([CH:8]([CH:11]2[N:15]([CH2:16][CH3:17])[C:14]3[CH:18]=[CH:19][CH:20]=[CH:21][C:13]=3[N:12]2[CH2:22][CH3:23])[C:9]#[N:10])[C:5]([CH3:24])=[CH:4][N:3]=1.[CH:25]1([NH2:30])[CH2:29][CH2:28][CH2:27][CH2:26]1. Given the product [CH:25]1([NH:30][C:2]2[N:7]=[C:6]([C:8](=[C:11]3[N:15]([CH2:16][CH3:17])[C:14]4[CH:18]=[CH:19][CH:20]=[CH:21][C:13]=4[N:12]3[CH2:22][CH3:23])[C:9]#[N:10])[C:5]([CH3:24])=[CH:4][N:3]=2)[CH2:29][CH2:28][CH2:27][CH2:26]1, predict the reactants needed to synthesize it. (3) The reactants are: S(Cl)([Cl:3])=O.[Na+].[CH3:6][C:7]1[O:11][C:10]([C:12]2[CH:17]=[CH:16][CH:15]=[CH:14][CH:13]=2)=[N:9][C:8]=1[CH2:18][O:19][C:20]1[CH:25]=[CH:24][C:23]([S:26]([O-:29])(=O)=[O:27])=[CH:22][CH:21]=1. Given the product [CH3:6][C:7]1[O:11][C:10]([C:12]2[CH:17]=[CH:16][CH:15]=[CH:14][CH:13]=2)=[N:9][C:8]=1[CH2:18][O:19][C:20]1[CH:25]=[CH:24][C:23]([S:26]([Cl:3])(=[O:29])=[O:27])=[CH:22][CH:21]=1, predict the reactants needed to synthesize it. (4) Given the product [NH3:6].[Cl:11][C:9]1[CH:10]=[C:2]([C:30]2[CH:31]=[N:32][N:33]([CH2:35][C:36]3[CH:41]=[CH:40][CH:39]=[CH:38][N:37]=3)[CH:34]=2)[CH:3]=[C:4]2[C:8]=1[C:7](=[O:12])[N:6]([CH2:13][C:14]#[C:15][C:16]1[CH:21]=[CH:20][CH:19]=[CH:18][CH:17]=1)[CH2:5]2, predict the reactants needed to synthesize it. The reactants are: Br[C:2]1[CH:3]=[C:4]2[C:8](=[C:9]([Cl:11])[CH:10]=1)[C:7](=[O:12])[N:6]([CH2:13][C:14]#[C:15][C:16]1[CH:21]=[CH:20][CH:19]=[CH:18][CH:17]=1)[CH2:5]2.CC1(C)C(C)(C)OB([C:30]2[CH:31]=[N:32][N:33]([CH2:35][C:36]3[CH:41]=[CH:40][CH:39]=[CH:38][N:37]=3)[CH:34]=2)O1.C([O-])([O-])=O.[K+].[K+].O. (5) Given the product [CH2:1]([O:3][C:4]([C:6]1([C:9]2[CH:10]=[CH:11][C:12]([C:15]3[CH:20]=[CH:19][C:18]([C:21]4[O:25][N:24]=[C:23]([CH3:26])[C:22]=4[CH2:27][NH:28][C:36](=[O:37])[CH2:35][C:29]4[CH:34]=[CH:33][CH:32]=[CH:31][CH:30]=4)=[CH:17][CH:16]=3)=[CH:13][CH:14]=2)[CH2:8][CH2:7]1)=[O:5])[CH3:2], predict the reactants needed to synthesize it. The reactants are: [CH2:1]([O:3][C:4]([C:6]1([C:9]2[CH:14]=[CH:13][C:12]([C:15]3[CH:20]=[CH:19][C:18]([C:21]4[O:25][N:24]=[C:23]([CH3:26])[C:22]=4[CH2:27][NH2:28])=[CH:17][CH:16]=3)=[CH:11][CH:10]=2)[CH2:8][CH2:7]1)=[O:5])[CH3:2].[C:29]1([CH2:35][C:36](Cl)=[O:37])[CH:34]=[CH:33][CH:32]=[CH:31][CH:30]=1. (6) Given the product [NH2:1][C@:2]([C:11]1[O:15][C:14]([C:16]2[CH:21]=[C:20]([NH:22][CH2:23][C@H:24]3[CH2:26][C@@H:25]3[CH3:27])[N:19]=[C:18]([N:28]([CH3:33])[S:29]([CH3:32])(=[O:30])=[O:31])[C:17]=2[Cl:41])=[N:13][CH:12]=1)([CH3:10])[CH2:3][C:4]1[CH:5]=[CH:6][CH:7]=[CH:8][CH:9]=1, predict the reactants needed to synthesize it. The reactants are: [NH2:1][C@:2]([C:11]1[O:15][C:14]([C:16]2[CH:21]=[C:20]([NH:22][CH2:23][C@H:24]3[CH2:26][C@@H:25]3[CH3:27])[N:19]=[C:18]([N:28]([CH3:33])[S:29]([CH3:32])(=[O:31])=[O:30])[CH:17]=2)=[N:13][CH:12]=1)([CH3:10])[CH2:3][C:4]1[CH:9]=[CH:8][CH:7]=[CH:6][CH:5]=1.C1C(=O)N([Cl:41])C(=O)C1. (7) Given the product [C:1]([C:5]1[CH:6]=[C:7]([NH:20][C:21]([NH:23][C@@H:24]2[C:33]3[C:28](=[CH:29][CH:30]=[CH:31][CH:32]=3)[C@H:27]([O:34][C:35]3[CH:36]=[CH:37][C:38]4[N:39]([C:41]([N:44]([CH:45]([CH3:46])[CH3:47])[CH:48]([CH3:50])[CH3:49])=[N:42][N:43]=4)[CH:40]=3)[CH2:26][CH2:25]2)=[O:22])[N:8]([C:10]2[CH:11]=[C:12]([CH:13]=[CH:14][CH:15]=2)[O:16][CH2:17][CH2:18][O:19][S:61]([CH3:60])(=[O:63])=[O:62])[N:9]=1)([CH3:4])([CH3:2])[CH3:3], predict the reactants needed to synthesize it. The reactants are: [C:1]([C:5]1[CH:6]=[C:7]([NH:20][C:21]([NH:23][C@@H:24]2[C:33]3[C:28](=[CH:29][CH:30]=[CH:31][CH:32]=3)[C@H:27]([O:34][C:35]3[CH:36]=[CH:37][C:38]4[N:39]([C:41]([N:44]([CH:48]([CH3:50])[CH3:49])[CH:45]([CH3:47])[CH3:46])=[N:42][N:43]=4)[CH:40]=3)[CH2:26][CH2:25]2)=[O:22])[N:8]([C:10]2[CH:15]=[CH:14][CH:13]=[C:12]([O:16][CH2:17][CH2:18][OH:19])[CH:11]=2)[N:9]=1)([CH3:4])([CH3:3])[CH3:2].CCN(C(C)C)C(C)C.[CH3:60][S:61](Cl)(=[O:63])=[O:62].